Dataset: Reaction yield outcomes from USPTO patents with 853,638 reactions. Task: Predict the reaction yield, written as a fraction of the theoretical maximum amount of product (1.0 means a 100% yield; for example, 0.34 means a 34% yield). (1) The reactants are Cl[CH2:2][C:3]([NH:5][C:6]1[S:7][C:8]([C:16]([C:18]2[CH:23]=[CH:22][CH:21]=[CH:20][N:19]=2)=[O:17])=[C:9]([C:11]2[O:12][CH:13]=[CH:14][CH:15]=2)[N:10]=1)=[O:4].[N:24]1[CH:29]=[CH:28][CH:27]=[N:26][C:25]=1[N:30]1[CH2:35][CH2:34][NH:33][CH2:32][CH2:31]1.O.C(=O)(O)[O-].[Na+]. The catalyst is C1COCC1. The product is [O:12]1[CH:13]=[CH:14][CH:15]=[C:11]1[C:9]1[N:10]=[C:6]([NH:5][C:3](=[O:4])[CH2:2][N:33]2[CH2:34][CH2:35][N:30]([C:25]3[N:24]=[CH:29][CH:28]=[CH:27][N:26]=3)[CH2:31][CH2:32]2)[S:7][C:8]=1[C:16]([C:18]1[CH:23]=[CH:22][CH:21]=[CH:20][N:19]=1)=[O:17]. The yield is 0.840. (2) The reactants are [F:1][C:2]([F:11])([F:10])[C:3]1[CH:4]=[C:5]([OH:9])[CH:6]=[CH:7][CH:8]=1.Cl[C:13](Cl)=[CH:14][CH:15]=O.C([O-])(=O)C.[F:22][C:23]([F:34])([F:33])[C:24]1[CH:32]=[CH:31][C:27]([C:28]([NH2:30])=[NH2+:29])=[CH:26][CH:25]=1.C(=O)([O-])[O-].[Na+].[Na+]. The yield is 0.600. The catalyst is C(#N)C. The product is [F:1][C:2]([F:10])([F:11])[C:3]1[CH:4]=[C:5]([CH:6]=[CH:7][CH:8]=1)[O:9][C:15]1[CH:14]=[CH:13][N:30]=[C:28]([C:27]2[CH:26]=[CH:25][C:24]([C:23]([F:22])([F:33])[F:34])=[CH:32][CH:31]=2)[N:29]=1. (3) The reactants are [C:1]1([CH2:7][CH2:8][NH2:9])[CH:6]=[CH:5][CH:4]=[CH:3][CH:2]=1.C(=O)([O-])[O-].[K+].[K+].Cl[C:17]1[N:25]=[CH:24][C:23]([F:26])=[CH:22][C:18]=1[C:19]([OH:21])=[O:20]. The catalyst is CN(C)C=O.C(OCC)(=O)C.[Cu].[Cu]Br. The product is [F:26][C:23]1[CH:24]=[N:25][C:17]([NH:9][CH2:8][CH2:7][C:1]2[CH:6]=[CH:5][CH:4]=[CH:3][CH:2]=2)=[C:18]([CH:22]=1)[C:19]([OH:21])=[O:20]. The yield is 0.400. (4) The yield is 0.570. The product is [Cl:1][C:2]1[CH:7]=[C:6]([O:8][CH2:9][C:10]([F:12])([F:13])[F:11])[CH:5]=[CH:4][C:3]=1[O:14][CH2:18][CH2:17][CH2:16][Br:15]. The catalyst is CN(C=O)C. The reactants are [Cl:1][C:2]1[CH:7]=[C:6]([O:8][CH2:9][C:10]([F:13])([F:12])[F:11])[CH:5]=[CH:4][C:3]=1[OH:14].[Br:15][CH2:16][CH2:17][CH2:18]Br.C(=O)([O-])[O-].[Cs+].[Cs+]. (5) The reactants are [H-].[Na+].[Br:3][C:4]1[CH:9]=[CH:8][C:7]([SH:10])=[CH:6][CH:5]=1.S(O[CH2:22][C@@H:23]1[CH2:27][CH2:26][CH2:25][N:24]1[C:28]([O:30][C:31]([CH3:34])([CH3:33])[CH3:32])=[O:29])(C1C=CC(C)=CC=1)(=O)=O. The catalyst is C1COCC1. The product is [Br:3][C:4]1[CH:9]=[CH:8][C:7]([S:10][CH2:22][C@@H:23]2[CH2:27][CH2:26][CH2:25][N:24]2[C:28]([O:30][C:31]([CH3:32])([CH3:34])[CH3:33])=[O:29])=[CH:6][CH:5]=1. The yield is 0.690. (6) The reactants are C[O:2][C:3]1[CH:8]=[CH:7][C:6]([C:9]2[N:13]3[N:14]=[C:15]([NH:23][CH2:24][CH:25]4[CH2:30][CH2:29][N:28]([CH3:31])[CH2:27][CH2:26]4)[C:16]4[N:17]([CH3:22])[CH2:18][CH2:19][O:20][C:21]=4[C:12]3=[N:11][N:10]=2)=[CH:5][CH:4]=1. The product is [CH3:22][N:17]1[CH2:18][CH2:19][O:20][C:21]2[C:12]3=[N:11][N:10]=[C:9]([C:6]4[CH:5]=[CH:4][C:3]([OH:2])=[CH:8][CH:7]=4)[N:13]3[N:14]=[C:15]([NH:23][CH2:24][CH:25]3[CH2:30][CH2:29][N:28]([CH3:31])[CH2:27][CH2:26]3)[C:16]1=2. The catalyst is C(Cl)Cl. The yield is 0.610.